Dataset: Reaction yield outcomes from USPTO patents with 853,638 reactions. Task: Predict the reaction yield, written as a fraction of the theoretical maximum amount of product (1.0 means a 100% yield; for example, 0.34 means a 34% yield). (1) The reactants are [N+:1]([C:4]1[CH:12]=[CH:11][CH:10]=[C:9]2[C:5]=1[CH2:6][NH:7][C:8]2=[O:13])([O-])=O.C([O-])=O.[NH4+]. The catalyst is CO.[Pd]. The product is [NH2:1][C:4]1[CH:12]=[CH:11][CH:10]=[C:9]2[C:5]=1[CH2:6][NH:7][C:8]2=[O:13]. The yield is 0.920. (2) The reactants are Br.[F:2][CH:3]([F:20])[O:4][C:5]1[N:9]([CH3:10])[N:8]=[C:7]([C:11]([F:14])([F:13])[F:12])[C:6]=1[CH2:15][S:16]C(=N)N.C(=O)([O-])[O-].[K+].[K+].O. The product is [F:20][CH:3]([F:2])[O:4][C:5]1[N:9]([CH3:10])[N:8]=[C:7]([C:11]([F:14])([F:13])[F:12])[C:6]=1[CH2:15][SH:16]. The yield is 0.824. The catalyst is CN(C)C=O. (3) The reactants are [O:1]=[C:2]1[NH:7][CH:6]=[N:5][C:4]2[O:8][C:9]([C:17]3[CH:22]=[CH:21][C:20]([C:23]4([NH:27][C:28](=[O:34])[O:29][C:30]([CH3:33])([CH3:32])[CH3:31])[CH2:26][CH2:25][CH2:24]4)=[CH:19][CH:18]=3)=[C:10]([C:11]3[CH:16]=[CH:15][CH:14]=[CH:13][CH:12]=3)[C:3]1=2.C([O-])([O-])=O.[K+].[K+].[Na+].[I-].Br[CH2:44][CH2:45][OH:46]. The product is [OH:46][CH2:45][CH2:44][N:7]1[C:2](=[O:1])[C:3]2[C:10]([C:11]3[CH:12]=[CH:13][CH:14]=[CH:15][CH:16]=3)=[C:9]([C:17]3[CH:22]=[CH:21][C:20]([C:23]4([NH:27][C:28](=[O:34])[O:29][C:30]([CH3:31])([CH3:33])[CH3:32])[CH2:24][CH2:25][CH2:26]4)=[CH:19][CH:18]=3)[O:8][C:4]=2[N:5]=[CH:6]1. The catalyst is CN(C=O)C.CCOC(C)=O.[Cl-].[Na+].O. The yield is 0.690. (4) The reactants are [N+:1]([C:4]1[CH:17]=[CH:16][C:7]([O:8][CH2:9][CH2:10][N:11]2[CH2:15][CH2:14][CH2:13][CH2:12]2)=[CH:6][CH:5]=1)([O-])=O. The catalyst is [Pd].C(OCC)(=O)C. The product is [N:11]1([CH2:10][CH2:9][O:8][C:7]2[CH:6]=[CH:5][C:4]([NH2:1])=[CH:17][CH:16]=2)[CH2:15][CH2:14][CH2:13][CH2:12]1. The yield is 0.990. (5) The reactants are [CH3:1][O:2][C:3]1[C:4]2[N:5]([N:19]=[C:20]([C:22]3([C:25]([OH:27])=[O:26])[CH2:24][CH2:23]3)[N:21]=2)[C:6]([C:9]2[CH:10]=[C:11]3[C:15](=[CH:16][CH:17]=2)[C:14](=[O:18])[O:13][CH2:12]3)=[CH:7][CH:8]=1.[CH2:28](O)[CH:29]([CH3:31])[CH3:30].CCN=C=NCCCN(C)C.Cl. The catalyst is CN(C1C=CN=CC=1)C.C(Cl)Cl. The product is [CH3:28][CH:29]([CH3:31])[CH2:30][O:26][C:25]([C:22]1([C:20]2[N:21]=[C:4]3[C:3]([O:2][CH3:1])=[CH:8][CH:7]=[C:6]([C:9]4[CH:10]=[C:11]5[C:15](=[CH:16][CH:17]=4)[C:14](=[O:18])[O:13][CH2:12]5)[N:5]3[N:19]=2)[CH2:23][CH2:24]1)=[O:27]. The yield is 0.620.